From a dataset of Aqueous solubility values for 9,982 compounds from the AqSolDB database. Regression/Classification. Given a drug SMILES string, predict its absorption, distribution, metabolism, or excretion properties. Task type varies by dataset: regression for continuous measurements (e.g., permeability, clearance, half-life) or binary classification for categorical outcomes (e.g., BBB penetration, CYP inhibition). For this dataset (solubility_aqsoldb), we predict Y. (1) The compound is CC(C(=O)N(C)C)S(=O)(=O)c1ccccc1. The Y is -0.870 log mol/L. (2) The drug is CC1=CC(=O)CC(=O)O1. The Y is -1.12 log mol/L.